The task is: Predict the reactants needed to synthesize the given product.. This data is from Full USPTO retrosynthesis dataset with 1.9M reactions from patents (1976-2016). (1) Given the product [NH:1]1[C:9]2[C:4](=[CH:5][CH:6]=[CH:7][CH:8]=2)[CH:3]=[C:2]1[C:10]1[CH:15]=[CH:14][CH:13]=[CH:12][C:11]=1[NH:16][C:28]([NH:27][C:24]1[CH:25]=[CH:26][C:21]([C:17]([CH3:20])([CH3:19])[CH3:18])=[CH:22][CH:23]=1)=[O:29], predict the reactants needed to synthesize it. The reactants are: [NH:1]1[C:9]2[C:4](=[CH:5][CH:6]=[CH:7][CH:8]=2)[CH:3]=[C:2]1[C:10]1[CH:15]=[CH:14][CH:13]=[CH:12][C:11]=1[NH2:16].[C:17]([C:21]1[CH:26]=[CH:25][C:24]([N:27]=[C:28]=[O:29])=[CH:23][CH:22]=1)([CH3:20])([CH3:19])[CH3:18].CCCCCC. (2) Given the product [O:1]1[C:5]2=[CH:6][N:7]=[C:8]([CH:10]([OH:11])[CH3:12])[CH:9]=[C:4]2[CH:3]=[CH:2]1, predict the reactants needed to synthesize it. The reactants are: [O:1]1[C:5]2=[CH:6][N:7]=[C:8]([CH:10]=[O:11])[CH:9]=[C:4]2[CH:3]=[CH:2]1.[CH3:12][Mg]Br.Cl.C(=O)([O-])O.[Na+]. (3) Given the product [C:17]([C:2]1[C:8]2[CH:9]=[CH:10][CH:11]=[CH:12][C:7]=2[O:6][C:5]2[CH:13]=[CH:14][CH:15]=[CH:16][C:4]=2[N:3]=1)([CH3:18])([CH3:21])[CH3:25], predict the reactants needed to synthesize it. The reactants are: Cl[C:2]1[C:8]2[CH:9]=[CH:10][CH:11]=[CH:12][C:7]=2[O:6][C:5]2[CH:13]=[CH:14][CH:15]=[CH:16][C:4]=2[N:3]=1.[CH2:17]1[CH2:21]OC[CH2:18]1.[Cl-].[Mg+2].[Cl-].[CH3:25]N1CCCC1=O. (4) Given the product [Br:1][C:2]1[N:7]=[C:6]([CH3:8])[C:5]([O:9][CH3:12])=[CH:4][CH:3]=1, predict the reactants needed to synthesize it. The reactants are: [Br:1][C:2]1[N:7]=[C:6]([CH3:8])[C:5]([OH:9])=[CH:4][CH:3]=1.CI.[C:12](=O)([O-])[O-].[K+].[K+]. (5) Given the product [CH3:30][C:22]1[CH2:21][C:20]2[C:24]([CH:23]=1)=[CH:25][CH:26]=[CH:27][C:19]=2[P:12]([C:7]1[CH:8]=[CH:9][CH:10]=[C:11]2[C:6]=1[CH2:5][C:4]([CH3:31])=[CH:3]2)[C:13]1[CH:18]=[CH:17][CH:16]=[CH:15][CH:14]=1, predict the reactants needed to synthesize it. The reactants are: CO[CH:3]1[C:11]2[C:6](=[C:7]([P:12]([C:19]3[CH:27]=[CH:26][CH:25]=[C:24]4[C:20]=3[CH2:21][CH:22]([CH3:30])[CH:23]4OC)[C:13]3[CH:18]=[CH:17][CH:16]=[CH:15][CH:14]=3)[CH:8]=[CH:9][CH:10]=2)[CH2:5][CH:4]1[CH3:31].Cl.CO.